Dataset: Forward reaction prediction with 1.9M reactions from USPTO patents (1976-2016). Task: Predict the product of the given reaction. (1) Given the reactants [NH2:1][C:2]1[CH:10]=[C:9]2[C:5]([CH2:6][O:7][C:8]2=[C:11]2[C:19]3[C:14](=[CH:15][CH:16]=[C:17]([Cl:20])[CH:18]=3)[NH:13][C:12]2=[O:21])=[CH:4][CH:3]=1.N1C=CC=CC=1.[CH3:28][S:29](Cl)(=[O:31])=[O:30].O, predict the reaction product. The product is: [Cl:20][C:17]1[CH:18]=[C:19]2[C:14](=[CH:15][CH:16]=1)[NH:13][C:12](=[O:21])[C:11]2=[C:8]1[C:9]2[C:5](=[CH:4][CH:3]=[C:2]([NH:1][S:29]([CH3:28])(=[O:31])=[O:30])[CH:10]=2)[CH2:6][O:7]1. (2) The product is: [N+:15]([C:12]1[CH:13]=[CH:14][C:9]([N:8]2[CH2:2][CH2:3][CH2:4][NH:5][C:6]2=[O:7])=[CH:10][CH:11]=1)([O-:17])=[O:16]. Given the reactants Cl[CH2:2][CH2:3][CH2:4][NH:5][C:6]([NH:8][C:9]1[CH:14]=[CH:13][C:12]([N+:15]([O-:17])=[O:16])=[CH:11][CH:10]=1)=[O:7].CC(C)([O-])C.[K+], predict the reaction product. (3) Given the reactants [CH2:1]([OH:66])[C@H:2]1[O:7][C@@H:6]2[O:8][C@H:9]3[C@H:14]([OH:15])[C@@H:13]([OH:16])[C@@H:12]([O:17][C@H:18]4[C@H:23]([OH:24])[C@@H:22]([OH:25])[C@@H:21]([O:26][C@H:27]5[C@H:32]([OH:33])[C@@H:31]([OH:34])[C@@H:30]([O:35][C@H:36]6[C@H:41]([OH:42])[C@@H:40]([OH:43])[C@@H:39]([O:44][C@H:45]7[C@H:51]([OH:52])[C@@H:50]([OH:53])[C@@H:48]([O:49][C@H:3]1[C@H:4]([OH:65])[C@H:5]2[OH:64])[O:47][C@@H:46]7[CH2:54][OH:55])[O:38][C@@H:37]6[CH2:56][OH:57])[O:29][C@@H:28]5[CH2:58][OH:59])[O:20][C@@H:19]4[CH2:60][OH:61])[O:11][C@@H:10]3[CH2:62][OH:63], predict the reaction product. The product is: [CH2:56]([OH:57])[C@H:37]1[O:38][C@@H:39]2[O:44][C@H:45]3[C@H:51]([OH:52])[C@@H:50]([OH:53])[C@@H:48]([O:49][C@H:3]4[C@H:4]([OH:65])[C@@H:5]([OH:64])[C@@H:6]([O:8][C@H:9]5[C@H:14]([OH:15])[C@@H:13]([OH:16])[C@@H:12]([O:17][C@H:18]6[C@H:23]([OH:24])[C@@H:22]([OH:25])[C@@H:21]([O:26][C@H:27]7[C@H:32]([OH:33])[C@@H:31]([OH:34])[C@@H:30]([O:35][C@H:36]1[C@H:41]([OH:42])[C@H:40]2[OH:43])[O:29][C@@H:28]7[CH2:58][OH:59])[O:20][C@@H:19]6[CH2:60][OH:61])[O:11][C@@H:10]5[CH2:62][OH:63])[O:7][C@@H:2]4[CH2:1][OH:66])[O:47][C@@H:46]3[CH2:54][OH:55].[OH2:7]. (4) The product is: [F:1][C:2]1[CH:7]=[CH:6][C:5]([N:8]2[CH2:13][CH2:12][N:11]([S:36]([C:32]3[CH:33]=[CH:34][CH:35]=[C:30]([O:29][CH3:28])[CH:31]=3)(=[O:38])=[O:37])[C@H:10]([CH3:14])[CH2:9]2)=[C:4]([C:15]([F:17])([F:16])[F:18])[CH:3]=1. Given the reactants [F:1][C:2]1[CH:7]=[CH:6][C:5]([N:8]2[CH2:13][CH2:12][NH:11][C@H:10]([CH3:14])[CH2:9]2)=[C:4]([C:15]([F:18])([F:17])[F:16])[CH:3]=1.C(N(C(C)C)CC)(C)C.[CH3:28][O:29][C:30]1[CH:31]=[C:32]([S:36](Cl)(=[O:38])=[O:37])[CH:33]=[CH:34][CH:35]=1, predict the reaction product. (5) Given the reactants [NH2:1][C:2]1[CH:3]=[C:4]([CH:8]=[CH:9][C:10]=1[O:11]C(C)(C)C)[C:5]([NH2:7])=[O:6].C([N:24]=[C:25]=[S:26])(=O)C1C=CC=CC=1.O.[NH4+].[OH-], predict the reaction product. The product is: [OH:11][C:10]1[CH:9]=[CH:8][C:4]([C:5]([NH2:7])=[O:6])=[CH:3][C:2]=1[NH:1][C:25]([NH2:24])=[S:26]. (6) Given the reactants C(C1C=CC(C2C=C3C(=CC=2)N(C2C=CC(C(F)(F)F)=CN=2)C(C(O)=O)=C3C2C=CC(OC(C)C)=CC=2)=CC=1)(C)(C)C.[CH2:43]([O:45][C:46]([C:48]1[NH:49][C:50]2[C:55]([CH:56]=1)=[CH:54][C:53](Br)=[CH:52][CH:51]=2)=[O:47])[CH3:44].[F:58][C:59]([F:70])([F:69])[C:60]1[CH:65]=[CH:64][C:63](B(O)O)=[CH:62][CH:61]=1.[Na+].[I-:72].ClN1C(=O)CCC1=O, predict the reaction product. The product is: [CH2:43]([O:45][C:46]([C:48]1[NH:49][C:50]2[C:55]([C:56]=1[I:72])=[CH:54][C:53]([C:63]1[CH:64]=[CH:65][C:60]([C:59]([F:70])([F:69])[F:58])=[CH:61][CH:62]=1)=[CH:52][CH:51]=2)=[O:47])[CH3:44]. (7) The product is: [N:6]1([CH2:5][CH2:4][CH2:3][CH2:2][N:15]2[CH2:20][CH2:19][CH:18]([C:21]3[CH:26]=[CH:25][C:24]([NH:27][C:28](=[O:32])[CH2:29][CH2:30][CH3:31])=[CH:23][CH:22]=3)[CH2:17][CH2:16]2)[C:14]2[C:9](=[CH:10][CH:11]=[CH:12][CH:13]=2)[CH:8]=[CH:7]1. Given the reactants Cl[CH2:2][CH2:3][CH2:4][CH2:5][N:6]1[C:14]2[C:9](=[CH:10][CH:11]=[CH:12][CH:13]=2)[CH:8]=[CH:7]1.[NH:15]1[CH2:20][CH2:19][CH:18]([C:21]2[CH:26]=[CH:25][C:24]([NH:27][C:28](=[O:32])[CH2:29][CH2:30][CH3:31])=[CH:23][CH:22]=2)[CH2:17][CH2:16]1, predict the reaction product.